From a dataset of Peptide-MHC class II binding affinity with 134,281 pairs from IEDB. Regression. Given a peptide amino acid sequence and an MHC pseudo amino acid sequence, predict their binding affinity value. This is MHC class II binding data. (1) The peptide sequence is DEYVEQVAQYKALPV. The MHC is HLA-DPA10301-DPB10402 with pseudo-sequence HLA-DPA10301-DPB10402. The binding affinity (normalized) is 0.0577. (2) The peptide sequence is WMGINARDRSIALTF. The MHC is DRB1_0701 with pseudo-sequence DRB1_0701. The binding affinity (normalized) is 0.736. (3) The peptide sequence is ALVFDLPAALQRAIP. The MHC is HLA-DPA10301-DPB10402 with pseudo-sequence HLA-DPA10301-DPB10402. The binding affinity (normalized) is 0.236. (4) The MHC is DRB5_0101 with pseudo-sequence DRB5_0101. The binding affinity (normalized) is 0.779. The peptide sequence is GELQIVDKIDAAFKH. (5) The peptide sequence is WFKVAATAANAAPAN. The MHC is DRB1_0901 with pseudo-sequence DRB1_0901. The binding affinity (normalized) is 0.383. (6) The peptide sequence is LCLSSLIKQSIFKGL. The MHC is DRB1_0101 with pseudo-sequence DRB1_0101. The binding affinity (normalized) is 0.546.